Regression. Given a peptide amino acid sequence and an MHC pseudo amino acid sequence, predict their binding affinity value. This is MHC class II binding data. From a dataset of Peptide-MHC class II binding affinity with 134,281 pairs from IEDB. (1) The peptide sequence is GELQIVDKIDAAYKI. The MHC is DRB3_0202 with pseudo-sequence DRB3_0202. The binding affinity (normalized) is 0.297. (2) The peptide sequence is DTVPRGYRIAARPGA. The MHC is HLA-DQA10501-DQB10201 with pseudo-sequence HLA-DQA10501-DQB10201. The binding affinity (normalized) is 0.0560. (3) The peptide sequence is FLNSTAGTSGGAYDHSY. The MHC is DRB1_0101 with pseudo-sequence DRB1_0101. The binding affinity (normalized) is 0. (4) The peptide sequence is VMGDTAWDFSSAGGF. The MHC is DRB1_1101 with pseudo-sequence DRB1_1101. The binding affinity (normalized) is 0. (5) The peptide sequence is INEPTAAAIGYGLDR. The MHC is HLA-DQA10102-DQB10602 with pseudo-sequence HLA-DQA10102-DQB10602. The binding affinity (normalized) is 0.569. (6) The peptide sequence is PQVKYAVFEAALTKA. The MHC is HLA-DPA10103-DPB10201 with pseudo-sequence HLA-DPA10103-DPB10201. The binding affinity (normalized) is 0.619. (7) The peptide sequence is IGNGGPCLFMRTVSH. The MHC is HLA-DQA10501-DQB10201 with pseudo-sequence HLA-DQA10501-DQB10201. The binding affinity (normalized) is 0. (8) The peptide sequence is VSGAAVVSGFVVASL. The MHC is HLA-DPA10201-DPB10501 with pseudo-sequence HLA-DPA10201-DPB10501. The binding affinity (normalized) is 0.397.